Dataset: Reaction yield outcomes from USPTO patents with 853,638 reactions. Task: Predict the reaction yield, written as a fraction of the theoretical maximum amount of product (1.0 means a 100% yield; for example, 0.34 means a 34% yield). The reactants are [CH:1]([C:3]1[CH:8]=[C:7]([O:9][CH3:10])[C:6]([O:11][C:12](=[O:14])[CH3:13])=[C:5]([O:15][CH3:16])[CH:4]=1)=[O:2].[BH4-].[Na+]. The catalyst is CO. The product is [OH:2][CH2:1][C:3]1[CH:4]=[C:5]([O:15][CH3:16])[C:6]([O:11][C:12](=[O:14])[CH3:13])=[C:7]([O:9][CH3:10])[CH:8]=1. The yield is 0.850.